This data is from Forward reaction prediction with 1.9M reactions from USPTO patents (1976-2016). The task is: Predict the product of the given reaction. (1) Given the reactants [Cl:1][C:2]1[CH:7]=[CH:6][C:5]([CH:8]([C:27]2[CH:32]=[CH:31][C:30]([Cl:33])=[CH:29][CH:28]=2)[C:9]2[CH:10]=[C:11]3[C:16](=[CH:17][CH:18]=2)[NH:15][C:14](=[O:19])[CH:13]=[C:12]3[NH:20][CH:21]2[CH2:26][CH2:25][NH:24][CH2:23][CH2:22]2)=[CH:4][CH:3]=1.Cl[S:35]([C:38]1[CH:46]=[CH:45][C:41]([C:42]([OH:44])=[O:43])=[CH:40][CH:39]=1)(=[O:37])=[O:36].C(N(CC)CC)C.ClCCl, predict the reaction product. The product is: [Cl:33][C:30]1[CH:29]=[CH:28][C:27]([CH:8]([C:5]2[CH:6]=[CH:7][C:2]([Cl:1])=[CH:3][CH:4]=2)[C:9]2[CH:10]=[C:11]3[C:16](=[CH:17][CH:18]=2)[NH:15][C:14](=[O:19])[CH:13]=[C:12]3[NH:20][CH:21]2[CH2:22][CH2:23][N:24]([S:35]([C:38]3[CH:39]=[CH:40][C:41]([C:42]([OH:44])=[O:43])=[CH:45][CH:46]=3)(=[O:37])=[O:36])[CH2:25][CH2:26]2)=[CH:32][CH:31]=1. (2) Given the reactants C([O:3][C:4](=[O:22])[C@@H:5]([O:20][CH3:21])[CH2:6][C:7]1[CH:12]=[CH:11][C:10]([O:13][C:14]([C:17]([OH:19])=O)([CH3:16])[CH3:15])=[CH:9][CH:8]=1)C.[F:23][C:24]([F:34])([F:33])[C:25]1[CH:26]=[C:27]([CH:30]=[CH:31][CH:32]=1)[CH2:28][NH2:29].C(O[C@@H](CC1C=CC(O[C@@H](C(=O)NCCC2C=CC(OC3C=CC=CC=3)=CC=2)C)=CC=1)C(O)=O)C, predict the reaction product. The product is: [CH3:21][O:20][C@@H:5]([CH2:6][C:7]1[CH:8]=[CH:9][C:10]([O:13][C:14]([CH3:15])([C:17](=[O:19])[NH:29][CH2:28][C:27]2[CH:30]=[CH:31][CH:32]=[C:25]([C:24]([F:23])([F:33])[F:34])[CH:26]=2)[CH3:16])=[CH:11][CH:12]=1)[C:4]([OH:3])=[O:22]. (3) The product is: [Cl:1][C:2]1[CH:10]=[CH:9][C:8]([C:11]2[N:12]([C:22]([O:24][C:25]([CH3:28])([CH3:26])[CH3:27])=[O:23])[C:13]3[C:18]([CH:19]=2)=[CH:17][C:16]([CH2:20][N:30]2[CH2:35][CH2:34][CH2:33][CH2:32][CH2:31]2)=[CH:15][CH:14]=3)=[C:7]2[C:3]=1[CH2:4][NH:5][C:6]2=[O:29]. Given the reactants [Cl:1][C:2]1[CH:10]=[CH:9][C:8]([C:11]2[N:12]([C:22]([O:24][C:25]([CH3:28])([CH3:27])[CH3:26])=[O:23])[C:13]3[C:18]([CH:19]=2)=[CH:17][C:16]([CH:20]=O)=[CH:15][CH:14]=3)=[C:7]2[C:3]=1[CH2:4][NH:5][C:6]2=[O:29].[NH:30]1[CH2:35][CH2:34][CH2:33][CH2:32][CH2:31]1.C(O)(=O)C.C(O[BH-](OC(=O)C)OC(=O)C)(=O)C.[Na+], predict the reaction product. (4) Given the reactants [NH2:1][C:2]1[CH:7]=[CH:6][C:5]([C:8]2[CH2:12][CH2:11][N:10]([C:13](=[O:25])[CH2:14][C:15]3[CH:20]=[CH:19][C:18]([O:21][CH3:22])=[C:17]([O:23][CH3:24])[CH:16]=3)[N:9]=2)=[CH:4][CH:3]=1.[CH:26]1([C:29](Cl)=[O:30])[CH2:28][CH2:27]1, predict the reaction product. The product is: [CH3:24][O:23][C:17]1[CH:16]=[C:15]([CH2:14][C:13]([N:10]2[CH2:11][CH2:12][C:8]([C:5]3[CH:4]=[CH:3][C:2]([NH:1][C:29]([CH:26]4[CH2:28][CH2:27]4)=[O:30])=[CH:7][CH:6]=3)=[N:9]2)=[O:25])[CH:20]=[CH:19][C:18]=1[O:21][CH3:22]. (5) Given the reactants [CH:1]1([N:4]2[C:8]([CH:9]3[CH2:11][CH2:10]3)=[N:7][N:6]=[C:5]2[C:12]([NH2:15])([CH3:14])[CH3:13])[CH2:3][CH2:2]1.CO[CH:18]1[CH2:22][CH2:21][CH:20](OC)O1.[OH-].[Na+], predict the reaction product. The product is: [CH:9]1([C:8]2[N:4]([CH:1]3[CH2:3][CH2:2]3)[C:5]([C:12]([CH3:13])([N:15]3[CH:18]=[CH:22][CH:21]=[CH:20]3)[CH3:14])=[N:6][N:7]=2)[CH2:11][CH2:10]1.